From a dataset of Full USPTO retrosynthesis dataset with 1.9M reactions from patents (1976-2016). Predict the reactants needed to synthesize the given product. Given the product [CH2:9]([O:8][C:7]1[CH:6]=[CH:5][N:4]([CH2:21][C:22]2[CH:23]=[CH:24][C:25]([CH2:28][C:29]([OH:31])=[O:30])=[CH:26][CH:27]=2)[C:3](=[O:19])[C:2]=1[Br:1])[C:10]1[CH:11]=[CH:12][CH:13]=[CH:14][CH:15]=1, predict the reactants needed to synthesize it. The reactants are: [Br:1][C:2]1[C:3](=[O:19])[NH:4][C:5](C)=[CH:6][C:7]=1[O:8][CH2:9][C:10]1[CH:15]=[CH:14][C:13](F)=[CH:12][C:11]=1F.Br[CH2:21][C:22]1[CH:27]=[CH:26][C:25]([CH2:28][C:29]([OH:31])=[O:30])=[CH:24][CH:23]=1.C([O-])([O-])=O.[K+].[K+].